Dataset: Catalyst prediction with 721,799 reactions and 888 catalyst types from USPTO. Task: Predict which catalyst facilitates the given reaction. (1) Reactant: [C:1]([O:5][C:6]([N:8]([CH2:25][C:26]([O:28][C:29]([CH3:32])([CH3:31])[CH3:30])=[O:27])[C:9]1[CH:14]=[CH:13][CH:12]=[C:11]([CH2:15][NH:16][S:17]([C:20]2[S:21][CH:22]=[CH:23][CH:24]=2)(=[O:19])=[O:18])[N:10]=1)=[O:7])([CH3:4])([CH3:3])[CH3:2].[CH3:33][C:34]([C:40]1[CH:47]=[CH:46][C:43]([CH2:44]O)=[CH:42][CH:41]=1)([CH3:39])[CH2:35][CH2:36][CH2:37][CH3:38].C(P(CCCC)CCCC)CCC.CN(C)C(N=NC(N(C)C)=O)=O. The catalyst class is: 132. Product: [C:1]([O:5][C:6]([N:8]([CH2:25][C:26]([O:28][C:29]([CH3:32])([CH3:31])[CH3:30])=[O:27])[C:9]1[CH:14]=[CH:13][CH:12]=[C:11]([CH:15]([CH2:44][C:43]2[CH:46]=[CH:47][C:40]([C:34]([CH3:33])([CH3:39])[CH2:35][CH2:36][CH2:37][CH3:38])=[CH:41][CH:42]=2)[NH:16][S:17]([C:20]2[S:21][CH:22]=[CH:23][CH:24]=2)(=[O:19])=[O:18])[N:10]=1)=[O:7])([CH3:4])([CH3:3])[CH3:2]. (2) Reactant: C(NC(C)C)(C)C.[Li].[CH2:9]([N:11]([CH2:22][CH3:23])[C:12](=[O:21])[O:13][C:14]1[CH:19]=[CH:18][CH:17]=[C:16]([Cl:20])[CH:15]=1)[CH3:10].[I:24]I. Product: [CH2:22]([N:11]([CH2:9][CH3:10])[C:12](=[O:21])[O:13][C:14]1[CH:19]=[CH:18][CH:17]=[C:16]([Cl:20])[C:15]=1[I:24])[CH3:23]. The catalyst class is: 7. (3) Reactant: [N:1]1[C:10]2[C:5](=[CH:6][CH:7]=[CH:8][CH:9]=2)[CH:4]=[C:3]([C:11]2[C:17]3[CH:18]=[CH:19][CH:20]=[CH:21][C:16]=3[NH:15][CH2:14][CH2:13][N:12]=2)[CH:2]=1.[CH:22](I)([CH3:24])[CH3:23].C(=O)([O-])[O-].[K+].[K+].O. Product: [CH:22]([N:15]1[C:16]2[CH:21]=[CH:20][CH:19]=[CH:18][C:17]=2[C:11]([C:3]2[CH:2]=[N:1][C:10]3[C:5]([CH:4]=2)=[CH:6][CH:7]=[CH:8][CH:9]=3)=[N:12][CH2:13][CH2:14]1)([CH3:24])[CH3:23]. The catalyst class is: 9.